From a dataset of Experimentally validated miRNA-target interactions with 360,000+ pairs, plus equal number of negative samples. Binary Classification. Given a miRNA mature sequence and a target amino acid sequence, predict their likelihood of interaction. (1) The miRNA is hsa-miR-5047 with sequence UUGCAGCUGCGGUUGUAAGGU. The protein sequence of the target gene is MAGYLSPAAYLYVEEQEYLQAYEDVLERYKDERDKVQKKTFTKWINQHLMKVRKHVNDLYEDLRDGHNLISLLEVLSGDTLPREKGRMRFHRLQNVQIALDYLKRRQVKLVNIRNDDITDGNPKLTLGLIWTIILHFQISDIHVTGESEDMSAKERLLLWTQQATEGYAGIRCENFTTCWRDGKLFNAIIHKYRPDLIDMNTVAVQSNLANLEHAFYVAEKIGVIRLLDPEDVDVSSPDEKSVITYVSSLYDAFPKVPEGGEGIGANDVEVKWIEYQNMVNYLIQWIRHHVTTMSERTFP.... Result: 1 (interaction). (2) The miRNA is mmu-miR-1251-5p with sequence ACUCUAGCUGCCAAAGGCGCU. The protein sequence of the target gene is MRENYETLVSVGTSELLPLSAFLSPAEAGGATSGESHQDKGQKPHLEHSSQGEQPQQSLHLTALVQLVKEIPEFLFGEVKGTEDYSESGSTSLDGEQTSPEVAVVVEACPPRGLLNSLPESPASHPSLATTPTGSSTSGGPPGDWAHGSPLPAIGTDDKPLSIEKEGVGASRETSIHSTQSLGQSKSYLRQERGSMGTGTLPENSPLQGLINCLKEILVPRPQHRGTAPDLPPSLPGLSVLKQTRAEVEAGSLPCPVKTEAASGDCPLQGLLNCLKEIPKAPDRRPSPSGASDLQLQEDP.... Result: 0 (no interaction). (3) The miRNA is hsa-miR-943 with sequence CUGACUGUUGCCGUCCUCCAG. The protein sequence of the target gene is MPLLTQQIQDEDDQYSLVASLDNVRNLSTILKAIHFREHATCFATKNGIKVTVENAKCVQANAFIQAGIFQEFKVQEESVTFRINLTVLLDCLSIFGSSPMPGTLTALRMCYQGYGYPLMLFLEEGGVVTVCKINTQEPEETLDFDFCSTNVINKIILQSEGLREAFSELDMTSEVLQITMSPDKPYFRLSTFGNAGSSHLDYPKDSDLMEAFHCNQTQVNRYKISLLKPSTKALVLSCKVSIRTDNRGFLSLQYMIRNEDGQICFVEYYCCPDEEVPESES. Result: 1 (interaction). (4) The miRNA is hsa-miR-216a-3p with sequence UCACAGUGGUCUCUGGGAUUAU. The protein sequence of the target gene is MNLLLLLAVLCLGTALATPKFDQTFSAEWHQWKSTHRRLYGTNEEEWRRAIWEKNMRMIQLHNGEYSNGQHGFSMEMNAFGDMTNEEFRQVVNGYRHQKHKKGRLFQEPLMLKIPKSVDWREKGCVTPVKNQGQCGSCWAFSASGCLEGQMFLKTGKLISLSEQNLVDCSHAQGNQGCNGGLMDFAFQYIKENGGLDSEESYPYEAKDGSCKYRAEFAVANDTGFVDIPQQEKALMKAVATVGPISVAMDASHPSLQFYSSGIYYEPNCSSKNLDHGVLLVGYGYEGTDSNKNKYWLVKN.... Result: 0 (no interaction). (5) The miRNA is hsa-miR-490-3p with sequence CAACCUGGAGGACUCCAUGCUG. The protein sequence of the target gene is MRLGAAWALLLAAALGLGTRGVRAAVALADFYPFGTKRGDTVTPKQDDGGSGLQPLSVPFPFFGAEHSGLYVNNNGIISFLKEVSQFTPVAFPIAKDRCVVAAFWADVDNRRAGDVYYREATDPAMLNRATEDIRRYFPELPDFSATWVFVATWYRVTFFGGSSSSPVNTFQTVLITDGRFSFTIFNYESILWTTGTHASSGGDTDGLGGIAAQAGFNAGDGHRYFNIPGSRTADMAEVETTTNVGVPGRWAFRIDDAQVRVGGCGHTTSVCLVLRPCLNGGKCIDDCVTGNPSYTCSCL.... Result: 0 (no interaction). (6) The miRNA is hsa-miR-105-5p with sequence UCAAAUGCUCAGACUCCUGUGGU. The protein sequence of the target gene is MAFALLRPVGAHVLYPDVRLLSEDEENRSESDASDQSFGCCEGLEAARRGPGPGSGRRASNGAGPVVVVRQRQAANARERDRTQSVNTAFTALRTLIPTEPVDRKLSKIETLRLASSYIAHLANVLLLGDAADDGQPCFRAAGGGKSAVPAADGRQPRSICTFCLSNQRKGGSRRDLGGSCLKVRGVAPLRGPRR. Result: 0 (no interaction). (7) The miRNA is mmu-miR-669d-5p with sequence ACUUGUGUGUGCAUGUAUAUGU. The protein sequence of the target gene is MAGPRPRWRDQLLFMSIIVLVIVVICLMFYALLWEAGNLTDLPNLRIGFYNFCLWNEDTSTLQCHQFPELEALGVPRVGLGLARLGVYGSLVLTLFAPQPLLLAQCNSDERAWRLAVGFLAVSSVLLAGGLGLFLSYVWKWVRLSLPGPGFLALGSAQALLILLLIAMAVFPLRAERAESKLESC. Result: 0 (no interaction). (8) The miRNA is hsa-miR-190a-5p with sequence UGAUAUGUUUGAUAUAUUAGGU. The protein sequence of the target gene is MLASVAGPISLALVLLALCTRPAMGQDCSAQCQCAAEAAPHCPAGVSLVLDGCGCCRVCAKQLGELCTERDPCDPHKGLFCDFGSPANRKIGVCTAKDGAPCVFGGSVYRSGESFQSSCKYQCTCLDGAVGCVPLCSMDVRLPSPDCPFPRRVKLPGKCCEEWVCDEPKDRTAVGPALAAYRLEDTFGPDPTMMRANCLVQTTEWSACSKTCGMGISTRVTNDNTFCRLEKQSRLCMVRPCEADLEENIKKGKKCIRTPKIAKPVKFELSGCTSVKTYRAKFCGVCTDGRCCTPHRTTTL.... Result: 0 (no interaction). (9) The miRNA is hsa-miR-1253 with sequence AGAGAAGAAGAUCAGCCUGCA. The protein sequence of the target gene is MQTDSLSPSPNPVSPVPLNNPTSAPRYGTVIPNRIFVGGIDFKTNESDLRKFFSQYGSVKEVKIVNDRAGVSKGYGFVTFETQEDAQKILQEAEKLNYKDKKLNIGPAIRKQQVGIPRSSIMPAAGTMYLTTSTGYPYTYHNGVAYFHTPEVTSVPPPWPSRSVCSSPVMVAQPIYQQPAYHYQATTQYLPGQWQWSVPQPSASSAPFLYLQPSEVIYQPVEIAQDGGCVPPPLSLMETSVPEPYSDHGVQATYHQVYAPSAITMPAPVMQPEPIKTVWSIHY. Result: 0 (no interaction). (10) The miRNA is hsa-miR-7703 with sequence UUGCACUCUGGCCUUCUCCCAGG. The protein sequence of the target gene is MYEGKKTKNMFLTRALEKILADKEVKKAHHSQLRKACEVALEEIKAETEKQSPPHGEAKAGSSTLPPVKSKTNFIEADKYFLPFELACQSKCPRIVSTSLDCLQKLIAYGHLTGNAPDSTTPGKKLIDRIIETICGCFQGPQTDEGVQLQIIKALLTAVTSQHIEIHEGTVLQAVRTCYNIYLASKNLINQTTAKATLTQMLNVIFARMENQALQEAKQMEKERHRQHHHLLQSPVSHHEPESPQLRYLPPQTVDHISQEHEGDLDLHTNDVDKSLQDDTEPENGSDISSAENEQTEADQ.... Result: 1 (interaction).